Dataset: Forward reaction prediction with 1.9M reactions from USPTO patents (1976-2016). Task: Predict the product of the given reaction. (1) Given the reactants [NH2:1][CH2:2][CH2:3][C:4]1[C:12]2[C:7](=[CH:8][C:9]([F:16])=[C:10]([O:14][CH3:15])[C:11]=2[F:13])[NH:6][C:5]=1[C:17]([OH:19])=[O:18].O1CCCC1.[OH-].[Na+].[C:27](O[C:27]([O:29][C:30]([CH3:33])([CH3:32])[CH3:31])=[O:28])([O:29][C:30]([CH3:33])([CH3:32])[CH3:31])=[O:28], predict the reaction product. The product is: [C:30]([O:29][C:27]([NH:1][CH2:2][CH2:3][C:4]1[C:12]2[C:7](=[CH:8][C:9]([F:16])=[C:10]([O:14][CH3:15])[C:11]=2[F:13])[NH:6][C:5]=1[C:17]([OH:19])=[O:18])=[O:28])([CH3:33])([CH3:32])[CH3:31]. (2) Given the reactants [C:1]([C:5]1[CH:10]=[CH:9][C:8]([S:11]([C:14]2[CH:15]=[CH:16][C:17]([CH:24]([CH3:26])[CH3:25])=[C:18]([S:20](Cl)(=[O:22])=[O:21])[CH:19]=2)(=[O:13])=[O:12])=[CH:7][CH:6]=1)([CH3:4])([CH3:3])[CH3:2].N1C=CC=CC=1.[NH2:33][CH2:34][CH2:35][C:36]1[CH:41]=[CH:40][CH:39]=[CH:38][N:37]=1, predict the reaction product. The product is: [C:1]([C:5]1[CH:10]=[CH:9][C:8]([S:11]([C:14]2[CH:15]=[CH:16][C:17]([CH:24]([CH3:26])[CH3:25])=[C:18]([S:20]([NH:33][CH2:34][CH2:35][C:36]3[CH:41]=[CH:40][CH:39]=[CH:38][N:37]=3)(=[O:22])=[O:21])[CH:19]=2)(=[O:13])=[O:12])=[CH:7][CH:6]=1)([CH3:4])([CH3:3])[CH3:2]. (3) Given the reactants [O:1]=[C:2]1[N:7]([CH2:8][C:9]([OH:11])=O)[N:6]=[N:5][C:4]2[CH:12]=[CH:13][CH:14]=[CH:15][C:3]1=2.[Cl:16][C:17]1[CH:18]=[C:19]([CH2:23][CH2:24][NH2:25])[CH:20]=[CH:21][CH:22]=1, predict the reaction product. The product is: [Cl:16][C:17]1[CH:18]=[C:19]([CH:20]=[CH:21][CH:22]=1)[CH2:23][CH2:24][NH:25][C:9](=[O:11])[CH2:8][N:7]1[C:2](=[O:1])[C:3]2[CH:15]=[CH:14][CH:13]=[CH:12][C:4]=2[N:5]=[N:6]1.